Dataset: Peptide-MHC class I binding affinity with 185,985 pairs from IEDB/IMGT. Task: Regression. Given a peptide amino acid sequence and an MHC pseudo amino acid sequence, predict their binding affinity value. This is MHC class I binding data. (1) The peptide sequence is SFSFGGFTF. The MHC is HLA-A03:01 with pseudo-sequence HLA-A03:01. The binding affinity (normalized) is 0.0847. (2) The peptide sequence is ERYFRIHSL. The MHC is HLA-B57:01 with pseudo-sequence HLA-B57:01. The binding affinity (normalized) is 0. (3) The peptide sequence is FFNVEIPEF. The MHC is HLA-B18:01 with pseudo-sequence HLA-B18:01. The binding affinity (normalized) is 0.213. (4) The peptide sequence is AEISGSSPIL. The MHC is HLA-B44:02 with pseudo-sequence HLA-B44:02. The binding affinity (normalized) is 0.832. (5) The peptide sequence is TYGWNLVRL. The MHC is HLA-A23:01 with pseudo-sequence HLA-A23:01. The binding affinity (normalized) is 0.657.